Dataset: NCI-60 drug combinations with 297,098 pairs across 59 cell lines. Task: Regression. Given two drug SMILES strings and cell line genomic features, predict the synergy score measuring deviation from expected non-interaction effect. (1) Drug 1: CCC1=C2CN3C(=CC4=C(C3=O)COC(=O)C4(CC)O)C2=NC5=C1C=C(C=C5)O. Drug 2: C1=CN(C=N1)CC(O)(P(=O)(O)O)P(=O)(O)O. Cell line: SW-620. Synergy scores: CSS=29.1, Synergy_ZIP=-8.50, Synergy_Bliss=-0.480, Synergy_Loewe=-32.7, Synergy_HSA=-1.27. (2) Drug 1: CC1=C2C(C(=O)C3(C(CC4C(C3C(C(C2(C)C)(CC1OC(=O)C(C(C5=CC=CC=C5)NC(=O)OC(C)(C)C)O)O)OC(=O)C6=CC=CC=C6)(CO4)OC(=O)C)OC)C)OC. Drug 2: C#CCC(CC1=CN=C2C(=N1)C(=NC(=N2)N)N)C3=CC=C(C=C3)C(=O)NC(CCC(=O)O)C(=O)O. Cell line: HCT-15. Synergy scores: CSS=61.2, Synergy_ZIP=2.53, Synergy_Bliss=5.51, Synergy_Loewe=5.12, Synergy_HSA=5.73. (3) Drug 1: CN1C2=C(C=C(C=C2)N(CCCl)CCCl)N=C1CCCC(=O)O.Cl. Drug 2: CC(C)CN1C=NC2=C1C3=CC=CC=C3N=C2N. Cell line: DU-145. Synergy scores: CSS=5.19, Synergy_ZIP=-2.75, Synergy_Bliss=-4.80, Synergy_Loewe=-2.82, Synergy_HSA=-4.88. (4) Drug 1: CC1=CC2C(CCC3(C2CCC3(C(=O)C)OC(=O)C)C)C4(C1=CC(=O)CC4)C. Drug 2: CCC1=C2CN3C(=CC4=C(C3=O)COC(=O)C4(CC)O)C2=NC5=C1C=C(C=C5)O. Cell line: HOP-92. Synergy scores: CSS=35.5, Synergy_ZIP=2.84, Synergy_Bliss=0.149, Synergy_Loewe=-80.9, Synergy_HSA=-6.39.